This data is from Catalyst prediction with 721,799 reactions and 888 catalyst types from USPTO. The task is: Predict which catalyst facilitates the given reaction. Reactant: [CH3:1][O:2][C:3]1[CH:4]=[C:5]([CH:11]=[CH:12][C:13]=1[O:14][CH3:15])[CH:6]=[CH:7][C:8](O)=[O:9].O=S(Cl)Cl.COC(=O)C=CC1C=CC(OC)=C(OC)C=1.[H-].C([Al+]CC(C)C)C(C)C. Product: [CH3:1][O:2][C:3]1[CH:4]=[C:5]([CH:11]=[CH:12][C:13]=1[O:14][CH3:15])[CH:6]=[CH:7][CH2:8][OH:9]. The catalyst class is: 200.